Dataset: Catalyst prediction with 721,799 reactions and 888 catalyst types from USPTO. Task: Predict which catalyst facilitates the given reaction. (1) Reactant: F[C:2]1[CH:7]=[CH:6][CH:5]=[C:4]([F:8])[N:3]=1.[C:9]1([Li])[CH:14]=[CH:13][CH:12]=[CH:11][CH:10]=1. Product: [F:8][C:4]1[CH:5]=[CH:6][CH:7]=[C:2]([C:9]2[CH:14]=[CH:13][CH:12]=[CH:11][CH:10]=2)[N:3]=1. The catalyst class is: 7. (2) Reactant: [C:1](O)(=O)C.[F:5][C:6]([F:50])([F:49])[C:7]1[CH:8]=[C:9]([CH:42]=[C:43]([C:45]([F:48])([F:47])[F:46])[CH:44]=1)[CH2:10][N:11]([C@H:18]1[CH2:24][CH2:23][CH2:22][N:21]([CH2:25][CH:26]2[CH2:31][CH2:30][NH:29][CH2:28][CH2:27]2)[C:20]2[C:32]([CH3:41])=[C:33]([C:37]([F:40])([F:39])[F:38])[C:34]([CH3:36])=[CH:35][C:19]1=2)[C:12]1[N:13]=[N:14][N:15]([CH3:17])[N:16]=1.C=O.C([BH3-])#N.[Na+]. Product: [F:48][C:45]([F:46])([F:47])[C:43]1[CH:42]=[C:9]([CH:8]=[C:7]([C:6]([F:5])([F:49])[F:50])[CH:44]=1)[CH2:10][N:11]([C@H:18]1[CH2:24][CH2:23][CH2:22][N:21]([CH2:25][CH:26]2[CH2:27][CH2:28][N:29]([CH3:1])[CH2:30][CH2:31]2)[C:20]2[C:32]([CH3:41])=[C:33]([C:37]([F:38])([F:39])[F:40])[C:34]([CH3:36])=[CH:35][C:19]1=2)[C:12]1[N:13]=[N:14][N:15]([CH3:17])[N:16]=1. The catalyst class is: 245.